Dataset: Full USPTO retrosynthesis dataset with 1.9M reactions from patents (1976-2016). Task: Predict the reactants needed to synthesize the given product. (1) Given the product [Br:2][CH:3]1[CH2:8][CH2:7][N:6]([C:17]([O:16][CH2:9][C:10]2[CH:15]=[CH:14][CH:13]=[CH:12][CH:11]=2)=[O:18])[CH2:5][CH2:4]1, predict the reactants needed to synthesize it. The reactants are: Br.[Br:2][CH:3]1[CH2:8][CH2:7][NH:6][CH2:5][CH2:4]1.[CH2:9]([O:16][C:17](ON1C(=O)CCC1=O)=[O:18])[C:10]1[CH:15]=[CH:14][CH:13]=[CH:12][CH:11]=1.CN1CCOCC1.O. (2) Given the product [OH:29][NH:28][C:26](=[O:27])[CH:25]=[CH:24][C:20]1[CH:21]=[CH:22][CH:23]=[C:18]([CH2:17][NH:16][S:13]([CH2:12][N:10]2[CH:11]=[C:7]([C:1]3[CH:2]=[CH:3][CH:4]=[CH:5][CH:6]=3)[N:8]=[N:9]2)(=[O:15])=[O:14])[CH:19]=1, predict the reactants needed to synthesize it. The reactants are: [C:1]1([C:7]2[N:8]=[N:9][N:10]([CH2:12][S:13]([NH:16][CH2:17][C:18]3[CH:19]=[C:20]([CH:24]=[CH:25][C:26]([NH:28][O:29]C4CCCCO4)=[O:27])[CH:21]=[CH:22][CH:23]=3)(=[O:15])=[O:14])[CH:11]=2)[CH:6]=[CH:5][CH:4]=[CH:3][CH:2]=1.Cl.O1CCOCC1. (3) Given the product [CH2:31]([NH:30][C:7]1[C:8]2[C:13]([N:14]=[C:15]3[C:20]=1[CH2:19][CH2:18][CH2:17][CH2:16]3)=[CH:12][CH:11]=[C:10]([Cl:21])[CH:9]=2)[CH2:32][C:33]#[CH:34], predict the reactants needed to synthesize it. The reactants are: FC(F)(F)S(O[C:7]1[C:8]2[C:13]([N:14]=[C:15]3[C:20]=1[CH2:19][CH2:18][CH2:17][CH2:16]3)=[CH:12][CH:11]=[C:10]([Cl:21])[CH:9]=2)(=O)=O.C([O-])([O-])=O.[Cs+].[Cs+].[NH2:30][CH2:31][CH2:32][C:33]#[CH:34]. (4) Given the product [F:31][C:19]([F:18])([F:30])[C:20]1[CH:21]=[CH:22][C:23]([S:26]([NH:16][C@@H:14]([C:11]2[CH:10]=[CH:9][C:8]([C:7]([O:6][C:2]([CH3:3])([CH3:5])[CH3:4])=[O:17])=[CH:13][CH:12]=2)[CH3:15])(=[O:28])=[O:27])=[CH:24][CH:25]=1, predict the reactants needed to synthesize it. The reactants are: Cl.[C:2]([O:6][C:7](=[O:17])[C:8]1[CH:13]=[CH:12][C:11]([C@H:14]([NH2:16])[CH3:15])=[CH:10][CH:9]=1)([CH3:5])([CH3:4])[CH3:3].[F:18][C:19]([F:31])([F:30])[C:20]1[CH:25]=[CH:24][C:23]([S:26](Cl)(=[O:28])=[O:27])=[CH:22][CH:21]=1.C(N(CC)CC)C.